From a dataset of Full USPTO retrosynthesis dataset with 1.9M reactions from patents (1976-2016). Predict the reactants needed to synthesize the given product. (1) Given the product [CH2:17]([NH:19][C:20]([O:22][C:23]1[CH:24]=[C:25]([NH:26][C:2]2[N:7]=[C:6]([NH:8][C:9]3[CH:14]=[CH:13][CH:12]=[C:11]([OH:15])[CH:10]=3)[C:5]([F:16])=[CH:4][N:3]=2)[CH:27]=[CH:28][CH:29]=1)=[O:21])[CH3:18], predict the reactants needed to synthesize it. The reactants are: Cl[C:2]1[N:7]=[C:6]([NH:8][C:9]2[CH:14]=[CH:13][CH:12]=[C:11]([OH:15])[CH:10]=2)[C:5]([F:16])=[CH:4][N:3]=1.[CH2:17]([NH:19][C:20]([O:22][C:23]1[CH:24]=[C:25]([CH:27]=[CH:28][CH:29]=1)[NH2:26])=[O:21])[CH3:18]. (2) Given the product [Cl:38][C:35]1[S:34][C:33]([S:30]([NH:29][C:28]([NH:3][CH:4]2[CH2:9][CH2:8][N:7]([C:10]3[C:20]([C:21]#[N:22])=[CH:19][C:13]([C:14]([O:16][CH2:17][CH3:18])=[O:15])=[C:12]([CH3:23])[N:11]=3)[CH2:6][CH2:5]2)=[O:27])(=[O:32])=[O:31])=[CH:37][CH:36]=1, predict the reactants needed to synthesize it. The reactants are: Cl.Cl.[NH2:3][CH:4]1[CH2:9][CH2:8][N:7]([C:10]2[C:20]([C:21]#[N:22])=[CH:19][C:13]([C:14]([O:16][CH2:17][CH3:18])=[O:15])=[C:12]([CH3:23])[N:11]=2)[CH2:6][CH2:5]1.ClC(Cl)(Cl)C[O:27][C:28](=O)[NH:29][S:30]([C:33]1[S:34][C:35]([Cl:38])=[CH:36][CH:37]=1)(=[O:32])=[O:31].CCN(C(C)C)C(C)C.CCOC(C)=O.